This data is from Experimentally validated miRNA-target interactions with 360,000+ pairs, plus equal number of negative samples. The task is: Binary Classification. Given a miRNA mature sequence and a target amino acid sequence, predict their likelihood of interaction. (1) The miRNA is hsa-miR-4724-5p with sequence AACUGAACCAGGAGUGAGCUUCG. The protein sequence of the target gene is MQKGKGRTSRIRRRKLCGSSESRGVNESHKSEFIELRKWLKARKFQDSNLAPACFPGTGRGLMSQTSLQEGQMIISLPESCLLTTDTVIRSYLGAYITKWKPPPSPLLALCTFLVSEKHAGHRSLWKPYLEILPKAYTCPVCLEPEVVNLLPKSLKAKAEEQRAHVQEFFASSRDFFSSLQPLFAEAVDSIFSYSALLWAWCTVNTRAVYLRPRQRECLSAEPDTCALAPYLDLLNHSPHVQVKAAFNEETHSYEIRTTSRWRKHEEVFICYGPHDNQRLFLEYGFVSVHNPHACVYVSR.... Result: 0 (no interaction). (2) The miRNA is hsa-miR-3202 with sequence UGGAAGGGAGAAGAGCUUUAAU. The protein sequence of the target gene is MEQLLRAELRTATLRAFGGPGAGCISEGRAYDTDAGPVFVKVNRRTQARQMFEGEVASLEALRSTGLVRVPRPMKVIDLPGGGAAFVMEHLKMKSLSSQASKLGEQMADLHLYNQKLREKLKEEENTVGRRGEGAEPQYVDKFGFHTVTCCGFIPQVNEWQDDWPTFFARHRLQAQLDLIEKDYADREARELWSRLQVKIPDLFCGLEIVPALLHGDLWSGNVAEDDVGPIIYDPASFYGHSEFELAIALMFGGFPRSFFTAYHRKIPKAPGFDQRLLLYQLFNYLNHWNHFGREYRSPS.... Result: 1 (interaction).